This data is from Reaction yield outcomes from USPTO patents with 853,638 reactions. The task is: Predict the reaction yield, written as a fraction of the theoretical maximum amount of product (1.0 means a 100% yield; for example, 0.34 means a 34% yield). (1) The reactants are C([Li])CCC.[CH3:6][C:7]1[CH:15]=[CH:14][C:10]([C:11]([OH:13])=[O:12])=[CH:9][N:8]=1.Cl[CH2:17][C:18]1[C:19]([C:24]2[CH:29]=[CH:28][CH:27]=[CH:26][CH:25]=2)=[N:20][O:21][C:22]=1[CH3:23].Cl. The catalyst is C1COCC1. The product is [CH3:23][C:22]1[O:21][N:20]=[C:19]([C:24]2[CH:25]=[CH:26][CH:27]=[CH:28][CH:29]=2)[C:18]=1[CH2:17][CH2:6][C:7]1[CH:15]=[CH:14][C:10]([C:11]([OH:13])=[O:12])=[CH:9][N:8]=1. The yield is 0.0600. (2) The reactants are [N:1]1[C:10]2[C:5](=[CH:6][CH:7]=[CH:8][CH:9]=2)[C:4]([CH:11]=[O:12])=[CH:3][CH:2]=1.[CH3:13][Mg]I.C(OCC)C. The catalyst is C1COCC1.C(=O)=O. The product is [N:1]1[C:10]2[C:5](=[CH:6][CH:7]=[CH:8][CH:9]=2)[C:4]([CH:11]([OH:12])[CH3:13])=[CH:3][CH:2]=1. The yield is 1.00. (3) The reactants are [H-].[Na+].[CH3:3][N:4]1[C:8]([CH2:9][CH2:10][S:11]([CH2:13][C:14]2[CH:19]=[CH:18][C:17]([OH:20])=[CH:16][CH:15]=2)=[O:12])=[CH:7][CH:6]=[N:5]1.Cl[CH2:22][C:23]1[N:24]=[C:25]([CH:28]=[CH:29][C:30]2[CH:35]=[CH:34][C:33]([O:36][C:37]([F:40])([F:39])[F:38])=[CH:32][CH:31]=2)[O:26][CH:27]=1.O. The catalyst is CN(C)C=O. The product is [CH3:3][N:4]1[C:8]([CH2:9][CH2:10][S:11]([CH2:13][C:14]2[CH:15]=[CH:16][C:17]([O:20][CH2:22][C:23]3[N:24]=[C:25](/[CH:28]=[CH:29]/[C:30]4[CH:31]=[CH:32][C:33]([O:36][C:37]([F:40])([F:38])[F:39])=[CH:34][CH:35]=4)[O:26][CH:27]=3)=[CH:18][CH:19]=2)=[O:12])=[CH:7][CH:6]=[N:5]1. The yield is 0.330. (4) The product is [C:32]([C:31]([CH3:35])([CH3:34])[C:28]1[CH:29]=[CH:30][C:25]([N:15]2[CH2:16][CH2:17][C:12]3[C:11]([C:19]([O:21][CH2:22][CH3:23])=[O:20])=[N:10][N:9]([C:6]4[CH:7]=[CH:8][C:3]([O:2][CH3:1])=[CH:4][CH:5]=4)[C:13]=3[C:14]2=[O:18])=[CH:26][CH:27]=1)#[N:33]. The catalyst is [Cu]I.CS(C)=O. The yield is 0.459. The reactants are [CH3:1][O:2][C:3]1[CH:8]=[CH:7][C:6]([N:9]2[C:13]3[C:14](=[O:18])[NH:15][CH2:16][CH2:17][C:12]=3[C:11]([C:19]([O:21][CH2:22][CH3:23])=[O:20])=[N:10]2)=[CH:5][CH:4]=1.I[C:25]1[CH:30]=[CH:29][C:28]([C:31]([CH3:35])([CH3:34])[C:32]#[N:33])=[CH:27][CH:26]=1.C([O-])([O-])=O.[K+].[K+]. (5) The reactants are Br[C:2]1[CH:3]=[C:4]2[C:8](=[C:9]([CH2:11][CH3:12])[CH:10]=1)[NH:7][N:6]=[CH:5]2.[C:13](=O)([O-:15])[O-:14].[Na+].[Na+]. The product is [CH2:11]([C:9]1[CH:10]=[C:2]([C:13]([OH:15])=[O:14])[CH:3]=[C:4]2[C:8]=1[NH:7][N:6]=[CH:5]2)[CH3:12]. The catalyst is O1CCOCC1.CC1C(P(C2C([CH2-])=CC=CC=2)C2C(C)=CC=CC=2)=CC=CC=1.CC1C(P(C2C([CH2-])=CC=CC=2)C2C(C)=CC=CC=2)=CC=CC=1.CC(O)=O.CC(O)=O.[Pd].[Pd].O.C(=[Mo](=C=O)(=C=O)(=C=O)(=C=O)=C=O)=O. The yield is 0.740. (6) The reactants are [NH2:1][C:2]1[C:3]([O:16][CH3:17])=[CH:4][C:5]2[CH2:11][N:10]([CH2:12][CH3:13])[CH2:9][C:8](=[O:14])[NH:7][C:6]=2[CH:15]=1.Cl[C:19]1[N:24]=[C:23]([NH:25][C:26]2[CH:31]=[CH:30][CH:29]=[CH:28][C:27]=2[S:32]([CH:35]([CH3:37])[CH3:36])(=[O:34])=[O:33])[C:22]([Cl:38])=[CH:21][N:20]=1. The catalyst is CO.C(Cl)Cl. The product is [Cl:38][C:22]1[C:23]([NH:25][C:26]2[CH:31]=[CH:30][CH:29]=[CH:28][C:27]=2[S:32]([CH:35]([CH3:37])[CH3:36])(=[O:34])=[O:33])=[N:24][C:19]([NH:1][C:2]2[C:3]([O:16][CH3:17])=[CH:4][C:5]3[CH2:11][N:10]([CH2:12][CH3:13])[CH2:9][C:8](=[O:14])[NH:7][C:6]=3[CH:15]=2)=[N:20][CH:21]=1. The yield is 0.140.